Task: Predict the reactants needed to synthesize the given product.. Dataset: Full USPTO retrosynthesis dataset with 1.9M reactions from patents (1976-2016) (1) Given the product [N:33]1[C:25]([NH:2][C:3]2[CH:4]=[C:5]([CH:21]=[CH:22][CH:23]=2)[CH2:6][NH:7][C:8]2[C:17]3[C:12](=[C:13]([C:18]([NH2:20])=[O:19])[CH:14]=[CH:15][CH:16]=3)[N:11]=[CH:10][N:9]=2)=[C:26]2[C:30]([NH:29][CH:28]=[N:27]2)=[N:31][CH:32]=1, predict the reactants needed to synthesize it. The reactants are: Cl.[NH2:2][C:3]1[CH:4]=[C:5]([CH:21]=[CH:22][CH:23]=1)[CH2:6][NH:7][C:8]1[C:17]2[C:12](=[C:13]([C:18]([NH2:20])=[O:19])[CH:14]=[CH:15][CH:16]=2)[N:11]=[CH:10][N:9]=1.Cl[C:25]1[N:33]=[CH:32][N:31]=[C:30]2[C:26]=1[N:27]=[CH:28][NH:29]2. (2) Given the product [CH2:1]([C:8]1[CH:9]=[N:10][C:11]2[C:16]([C:17]=1[C:18]1[CH:23]=[CH:22][CH:21]=[C:20]([O:24][CH2:35][C:34]3[CH:37]=[C:30]([F:29])[CH:31]=[CH:32][C:33]=3[C:38]([F:40])([F:39])[F:41])[CH:19]=1)=[CH:15][CH:14]=[CH:13][C:12]=2[C:25]([F:28])([F:26])[F:27])[C:2]1[CH:3]=[CH:4][CH:5]=[CH:6][CH:7]=1, predict the reactants needed to synthesize it. The reactants are: [CH2:1]([C:8]1[CH:9]=[N:10][C:11]2[C:16]([C:17]=1[C:18]1[CH:19]=[C:20]([OH:24])[CH:21]=[CH:22][CH:23]=1)=[CH:15][CH:14]=[CH:13][C:12]=2[C:25]([F:28])([F:27])[F:26])[C:2]1[CH:7]=[CH:6][CH:5]=[CH:4][CH:3]=1.[F:29][C:30]1[CH:31]=[CH:32][C:33]([C:38]([F:41])([F:40])[F:39])=[C:34]([CH:37]=1)[CH2:35]Br. (3) Given the product [C:17]([C:16]1[C:15](=[O:19])[NH:26][C:24]([NH:23][CH:20]2[CH2:22][CH2:21]2)=[N:25][C:5]=1[C:4]1[CH:7]=[C:8]([O:10][CH3:11])[CH:9]=[C:2]([Cl:1])[CH:3]=1)#[N:18], predict the reactants needed to synthesize it. The reactants are: [Cl:1][C:2]1[CH:3]=[C:4]([CH:7]=[C:8]([O:10][CH3:11])[CH:9]=1)[CH:5]=O.C(O[C:15](=[O:19])[CH2:16][C:17]#[N:18])C.[CH:20]1([NH:23][C:24]([NH2:26])=[NH:25])[CH2:22][CH2:21]1.Cl.C(=O)([O-])[O-].[K+].[K+].